Dataset: Forward reaction prediction with 1.9M reactions from USPTO patents (1976-2016). Task: Predict the product of the given reaction. Given the reactants [Cl:1][C:2]1[C:33]([F:34])=[CH:32][CH:31]=[CH:30][C:3]=1[CH2:4][NH:5][C:6](=[O:29])[N:7]([CH:9]([CH2:25][CH2:26][CH:27]=O)[CH2:10][O:11][C:12](=[O:24])[NH:13][C:14]1[N:15]=[CH:16][C:17]2[C:22]([CH:23]=1)=[CH:21][CH:20]=[CH:19][CH:18]=2)[CH3:8].[CH3:35]CN(C(C)C)C(C)C.Cl.N1[C:49]2[NH:50][CH2:51][CH2:52][NH:53][C:48]=2[N:47]=[N:46]1.C(O[BH-](OC(=O)C)OC(=O)C)(=O)C.[Na+], predict the reaction product. The product is: [Cl:1][C:2]1[C:33]([F:34])=[CH:32][CH:31]=[CH:30][C:3]=1[CH2:4][NH:5][C:6](=[O:29])[N:7]([CH:9]([CH2:25][CH2:26][CH2:27][N:50]1[CH2:51][CH2:52][N:53]2[CH:35]=[N:46][N:47]=[C:48]2[CH2:49]1)[CH2:10][O:11][C:12](=[O:24])[NH:13][C:14]1[N:15]=[CH:16][C:17]2[C:22]([CH:23]=1)=[CH:21][CH:20]=[CH:19][CH:18]=2)[CH3:8].